Dataset: Catalyst prediction with 721,799 reactions and 888 catalyst types from USPTO. Task: Predict which catalyst facilitates the given reaction. (1) Reactant: [NH2:1][C:2]1[CH:3]=[C:4]2[C:8](=[CH:9][CH:10]=1)[NH:7][N:6]=[CH:5]2.[CH3:11][S:12]([C:15]1[CH:20]=[CH:19][CH:18]=[CH:17][C:16]=1[S:21](Cl)(=[O:23])=[O:22])(=[O:14])=[O:13]. The catalyst class is: 17. Product: [CH3:11][S:12]([C:15]1[CH:20]=[CH:19][CH:18]=[CH:17][C:16]=1[S:21]([NH:1][C:2]1[CH:3]=[C:4]2[C:8](=[CH:9][CH:10]=1)[NH:7][N:6]=[CH:5]2)(=[O:23])=[O:22])(=[O:14])=[O:13]. (2) Reactant: [CH2:1]1[NH:6][CH2:5][CH2:4][N:3]2[CH2:7][C@@H:8]([OH:10])[CH2:9][C@H:2]12.[F:11][C:12]([F:24])([F:23])[C:13]1[CH:18]=[CH:17][C:16]([S:19](Cl)(=[O:21])=[O:20])=[CH:15][CH:14]=1.C(N(CC)CC)C. Product: [F:24][C:12]([F:11])([F:23])[C:13]1[CH:14]=[CH:15][C:16]([S:19]([N:6]2[CH2:5][CH2:4][N:3]3[CH2:7][C@@H:8]([OH:10])[CH2:9][C@@H:2]3[CH2:1]2)(=[O:21])=[O:20])=[CH:17][CH:18]=1. The catalyst class is: 4. (3) Reactant: Cl.[CH3:2][O:3][C:4]1[CH:5]=[C:6]2[C:11](=[CH:12][C:13]=1[O:14][CH3:15])[CH2:10][NH:9][CH2:8][CH2:7]2.C(=O)([O-])[O-].[K+].[K+].Br[CH2:23][C:24]([O:26][CH3:27])=[O:25]. Product: [CH3:2][O:3][C:4]1[CH:5]=[C:6]2[C:11](=[CH:12][C:13]=1[O:14][CH3:15])[CH2:10][N:9]([CH2:23][C:24]([O:26][CH3:27])=[O:25])[CH2:8][CH2:7]2. The catalyst class is: 115. (4) The catalyst class is: 338. Reactant: Cl.[OH:2][CH:3]([CH2:17][CH3:18])[CH2:4][NH:5][CH2:6][C:7]1[CH:12]=[CH:11][C:10]([S:13]([NH2:16])(=[O:15])=[O:14])=[CH:9][CH:8]=1.[C:19]([C:27]1[CH:35]=[C:34]([Br:36])[CH:33]=[CH:32][C:28]=1[C:29](O)=[O:30])(=O)[C:20]1[CH:25]=[CH:24][CH:23]=[CH:22][CH:21]=1.ON1C2C=CC=CC=2N=N1.CCN=C=NCCCN(C)C. Product: [Br:36][C:34]1[CH:35]=[C:27]2[C:28](=[CH:32][CH:33]=1)[C:29](=[O:30])[N:5]([CH2:6][C:7]1[CH:8]=[CH:9][C:10]([S:13]([NH2:16])(=[O:14])=[O:15])=[CH:11][CH:12]=1)[C:4]([C:3](=[O:2])[CH2:17][CH3:18])=[C:19]2[C:20]1[CH:25]=[CH:24][CH:23]=[CH:22][CH:21]=1. (5) Reactant: [O:1]=[C:2]1[CH2:6][O:5][C:4]([NH:7][C:8]2[CH:13]=[CH:12][CH:11]=[CH:10]C=2)=[C:3]1[C:14]([O:16][CH3:17])=[O:15].ClCC(=O)CC(OC)=O.C1(N=C=O)C=CC=CC=1.[NH:36]1[C:44]2[C:39](=[CH:40][CH:41]=[CH:42][N:43]=2)[C:38]([CH:45]=O)=[CH:37]1.N1CCCCC1. Product: [NH:36]1[C:44]2=[N:43][CH:42]=[CH:41][CH:40]=[C:39]2[C:38]([CH:45]=[C:6]2[O:5][C:4]([N:7]3[CH2:8][CH2:13][CH2:12][CH2:11][CH2:10]3)=[C:3]([C:14]([O:16][CH3:17])=[O:15])[C:2]2=[O:1])=[CH:37]1. The catalyst class is: 5. (6) Reactant: [OH:1][C:2]1[CH:3]=[C:4]2[C:8](=[CH:9][CH:10]=1)[N:7]([CH3:11])[C:6]([C:12]([O:14][CH2:15][CH3:16])=[O:13])=[CH:5]2.[CH2:17](I)[CH2:18][CH3:19].C(=O)([O-])[O-].[Cs+].[Cs+]. Product: [CH3:11][N:7]1[C:8]2[C:4](=[CH:3][C:2]([O:1][CH2:17][CH2:18][CH3:19])=[CH:10][CH:9]=2)[CH:5]=[C:6]1[C:12]([O:14][CH2:15][CH3:16])=[O:13]. The catalyst class is: 9. (7) Reactant: Br[CH2:2][C:3]1[S:11][C:10]2[C:9]([N:12]3[CH2:17][CH2:16][O:15][CH2:14][CH2:13]3)=[N:8][C:7]([Cl:18])=[N:6][C:5]=2[CH:4]=1.[CH3:19][S:20]([CH2:23][CH2:24][CH2:25][NH2:26])(=[O:22])=[O:21].C(=O)([O-])[O-].[K+].[K+]. Product: [Cl:18][C:7]1[N:8]=[C:9]([N:12]2[CH2:17][CH2:16][O:15][CH2:14][CH2:13]2)[C:10]2[S:11][C:3]([CH2:2][NH:26][CH2:25][CH2:24][CH2:23][S:20]([CH3:19])(=[O:22])=[O:21])=[CH:4][C:5]=2[N:6]=1. The catalyst class is: 10. (8) Reactant: [CH2:1]([O:3][C:4](=[O:44])[CH2:5][C:6]1[C:7]([C:12]#[C:13][C:14]2[C:19]([C:20]([F:23])([F:22])[F:21])=[CH:18][N:17]=[C:16]([NH:24][C:25]3[CH:30]=[CH:29][C:28]([CH:31]4[CH2:36][CH2:35][N:34]([C:37]([O:39][C:40]([CH3:43])([CH3:42])[CH3:41])=[O:38])[CH2:33][CH2:32]4)=[CH:27][CH:26]=3)[N:15]=2)=[N:8][CH:9]=[CH:10][N:11]=1)[CH3:2].C(N(CC)CC)C. Product: [CH2:1]([O:3][C:4](=[O:44])[CH2:5][C:6]1[C:7]([CH2:12][CH2:13][C:14]2[C:19]([C:20]([F:23])([F:21])[F:22])=[CH:18][N:17]=[C:16]([NH:24][C:25]3[CH:30]=[CH:29][C:28]([CH:31]4[CH2:32][CH2:33][N:34]([C:37]([O:39][C:40]([CH3:43])([CH3:42])[CH3:41])=[O:38])[CH2:35][CH2:36]4)=[CH:27][CH:26]=3)[N:15]=2)=[N:8][CH:9]=[CH:10][N:11]=1)[CH3:2]. The catalyst class is: 394. (9) Reactant: [NH:1]1[CH2:6][CH2:5][CH:4]([N:7]2[C:15]3[C:10](=[CH:11][CH:12]=[C:13]([C:16]([NH2:18])=[O:17])[CH:14]=3)[CH:9]=[CH:8]2)[CH2:3][CH2:2]1.[CH3:19][O:20][C:21]1[CH:30]=[CH:29][C:28]2[C:23](=[CH:24][CH:25]=[CH:26][CH:27]=2)[C:22]=1[CH2:31][CH:32]=O.C(O[BH-](OC(=O)C)OC(=O)C)(=O)C.[Na+].C(=O)(O)[O-].[Na+]. Product: [CH3:19][O:20][C:21]1[CH:30]=[CH:29][C:28]2[C:23](=[CH:24][CH:25]=[CH:26][CH:27]=2)[C:22]=1[CH2:31][CH2:32][N:1]1[CH2:2][CH2:3][CH:4]([N:7]2[C:15]3[C:10](=[CH:11][CH:12]=[C:13]([C:16]([NH2:18])=[O:17])[CH:14]=3)[CH:9]=[CH:8]2)[CH2:5][CH2:6]1. The catalyst class is: 506.